From a dataset of Full USPTO retrosynthesis dataset with 1.9M reactions from patents (1976-2016). Predict the reactants needed to synthesize the given product. (1) Given the product [F:42][C:21]([F:20])([F:41])[C:22]1[CH:36]=[C:35]([C:37]([F:40])([F:39])[F:38])[CH:34]=[CH:33][C:23]=1[CH2:24][N:25]1[CH2:30][CH2:29][CH:28](/[CH:31]=[C:17]2/[C:13]([NH:12][C@H:3]([C:4]([N:6]3[CH2:7][CH2:8][O:9][CH2:10][CH2:11]3)=[O:5])[CH:2]([CH3:19])[CH3:1])=[N:14][C:15](=[O:18])[S:16]/2)[CH2:27][CH2:26]1, predict the reactants needed to synthesize it. The reactants are: [CH3:1][CH:2]([CH3:19])[C@H:3]([NH:12][C:13]1[CH2:17][S:16][C:15](=[O:18])[N:14]=1)[C:4]([N:6]1[CH2:11][CH2:10][O:9][CH2:8][CH2:7]1)=[O:5].[F:20][C:21]([F:42])([F:41])[C:22]1[CH:36]=[C:35]([C:37]([F:40])([F:39])[F:38])[CH:34]=[CH:33][C:23]=1[CH2:24][N:25]1[CH2:30][CH2:29][CH:28]([CH:31]=O)[CH2:27][CH2:26]1.C([O-])(=O)C.[NH2+]1CCCCC1. (2) Given the product [CH3:26][N:27]([CH3:51])[C:28]1[N:50]=[C:31]2[N:32]=[C:33]([C:42]3[CH:43]=[CH:44][C:45]([CH2:11][N:8]4[CH2:7][CH2:6][CH:5]([C:3]5[N:25]=[C:24]([C:19]6[CH:20]=[CH:21][CH:22]=[CH:23][N:18]=6)[NH:2][N:1]=5)[CH2:10][CH2:9]4)=[CH:48][CH:49]=3)[C:34]([C:36]3[CH:41]=[CH:40][CH:39]=[CH:38][CH:37]=3)=[CH:35][N:30]2[N:29]=1, predict the reactants needed to synthesize it. The reactants are: [NH:1]([C:3]([CH:5]1[CH2:10][CH2:9][N:8]([C:11](OC(C)(C)C)=O)[CH2:7][CH2:6]1)=O)[NH2:2].[N:18]1[CH:23]=[CH:22][CH:21]=[CH:20][C:19]=1[C:24]#[N:25].[CH3:26][N:27]([CH3:51])[C:28]1[N:50]=[C:31]2[N:32]=[C:33]([C:42]3[CH:49]=[CH:48][C:45](C=O)=[CH:44][CH:43]=3)[C:34]([C:36]3[CH:41]=[CH:40][CH:39]=[CH:38][CH:37]=3)=[CH:35][N:30]2[N:29]=1.[BH-](OC(C)=O)(OC(C)=O)OC(C)=O.[Na+]. (3) Given the product [NH2:8][CH2:9][C:10]1[CH:11]=[C:12]([C:16]2[CH:21]=[CH:20][CH:19]=[C:18]([CH2:22][O:23][C:24]3[CH:29]=[C:28]([CH2:30][CH:31]4[CH2:32][CH2:33]4)[CH:27]=[CH:26][C:25]=3[CH2:34][C:35]([OH:37])=[O:36])[CH:17]=2)[CH:13]=[CH:14][CH:15]=1, predict the reactants needed to synthesize it. The reactants are: C(OC([NH:8][CH2:9][C:10]1[CH:11]=[C:12]([C:16]2[CH:21]=[CH:20][CH:19]=[C:18]([CH2:22][O:23][C:24]3[CH:29]=[C:28]([CH2:30][CH:31]4[CH2:33][CH2:32]4)[CH:27]=[CH:26][C:25]=3[CH2:34][C:35]([OH:37])=[O:36])[CH:17]=2)[CH:13]=[CH:14][CH:15]=1)=O)(C)(C)C.C(OC(NCC1C=C(C2C=CC=C(COC3C=C(CCC(O)CO)C=CC=3CC(O)=O)C=2)C=CC=1)=O)(C)(C)C.Cl.CC#N. (4) The reactants are: ClC1C=C([C:9]2[N:13]3[C:14]4[N:22]=[C:21]([O:23][CH3:24])[CH:20]=[CH:19][C:15]=4[N:16]=[C:17]([CH3:18])[C:12]3=[C:11]([CH3:25])[N:10]=2)C=C(Cl)C=1.[CH3:26][O:27][C:28]1[CH:33]=[CH:32][N:31]=[CH:30][C:29]=1B(O)O. Given the product [CH3:24][O:23][C:21]1[CH:20]=[CH:19][C:15]2[N:16]=[C:17]([CH3:18])[C:12]3[N:13]([C:9]([C:29]4[CH:30]=[N:31][CH:32]=[CH:33][C:28]=4[O:27][CH3:26])=[N:10][C:11]=3[CH3:25])[C:14]=2[N:22]=1, predict the reactants needed to synthesize it.